Regression. Given two drug SMILES strings and cell line genomic features, predict the synergy score measuring deviation from expected non-interaction effect. From a dataset of NCI-60 drug combinations with 297,098 pairs across 59 cell lines. (1) Drug 1: C1=CC(=C2C(=C1NCCNCCO)C(=O)C3=C(C=CC(=C3C2=O)O)O)NCCNCCO. Drug 2: C1=CN(C=N1)CC(O)(P(=O)(O)O)P(=O)(O)O. Cell line: MOLT-4. Synergy scores: CSS=4.04, Synergy_ZIP=-34.3, Synergy_Bliss=-66.3, Synergy_Loewe=-92.8, Synergy_HSA=-66.0. (2) Drug 1: COC1=NC(=NC2=C1N=CN2C3C(C(C(O3)CO)O)O)N. Drug 2: CC1=C2C(C(=O)C3(C(CC4C(C3C(C(C2(C)C)(CC1OC(=O)C(C(C5=CC=CC=C5)NC(=O)OC(C)(C)C)O)O)OC(=O)C6=CC=CC=C6)(CO4)OC(=O)C)O)C)O. Cell line: RPMI-8226. Synergy scores: CSS=4.25, Synergy_ZIP=0.393, Synergy_Bliss=2.57, Synergy_Loewe=0.194, Synergy_HSA=0.248. (3) Drug 1: CC1=C(C=C(C=C1)NC(=O)C2=CC=C(C=C2)CN3CCN(CC3)C)NC4=NC=CC(=N4)C5=CN=CC=C5. Drug 2: CC1=C(C(=CC=C1)Cl)NC(=O)C2=CN=C(S2)NC3=CC(=NC(=N3)C)N4CCN(CC4)CCO. Cell line: UACC-257. Synergy scores: CSS=-3.58, Synergy_ZIP=1.52, Synergy_Bliss=1.18, Synergy_Loewe=-8.83, Synergy_HSA=-4.84. (4) Drug 1: C1=NC2=C(N=C(N=C2N1C3C(C(C(O3)CO)O)O)F)N. Drug 2: C1CCC(C(C1)N)N.C(=O)(C(=O)[O-])[O-].[Pt+4]. Cell line: ACHN. Synergy scores: CSS=30.9, Synergy_ZIP=-1.48, Synergy_Bliss=2.05, Synergy_Loewe=-12.3, Synergy_HSA=3.93. (5) Drug 1: C1=CC(=CC=C1CCC2=CNC3=C2C(=O)NC(=N3)N)C(=O)NC(CCC(=O)O)C(=O)O. Drug 2: CC1=C(C(=O)C2=C(C1=O)N3CC4C(C3(C2COC(=O)N)OC)N4)N. Cell line: EKVX. Synergy scores: CSS=21.2, Synergy_ZIP=8.94, Synergy_Bliss=13.3, Synergy_Loewe=11.3, Synergy_HSA=10.8. (6) Drug 1: C1C(C(OC1N2C=C(C(=O)NC2=O)F)CO)O. Drug 2: CCC(=C(C1=CC=CC=C1)C2=CC=C(C=C2)OCCN(C)C)C3=CC=CC=C3.C(C(=O)O)C(CC(=O)O)(C(=O)O)O. Cell line: SN12C. Synergy scores: CSS=21.4, Synergy_ZIP=-7.45, Synergy_Bliss=3.78, Synergy_Loewe=-28.8, Synergy_HSA=3.05. (7) Drug 1: C1CN1C2=NC(=NC(=N2)N3CC3)N4CC4. Drug 2: CC(C)(C#N)C1=CC(=CC(=C1)CN2C=NC=N2)C(C)(C)C#N. Cell line: MDA-MB-435. Synergy scores: CSS=-2.07, Synergy_ZIP=1.08, Synergy_Bliss=2.96, Synergy_Loewe=-2.16, Synergy_HSA=-1.48.